From a dataset of Reaction yield outcomes from USPTO patents with 853,638 reactions. Predict the reaction yield, written as a fraction of the theoretical maximum amount of product (1.0 means a 100% yield; for example, 0.34 means a 34% yield). (1) The reactants are C(N(CCCC)C(C1N=C(C2C=CC(C(O)=O)=CC=2C(N2[C@H](CO)CC3C(=CC=CC=3)C2)=O)N(CCC2C=CC=CC=2)C=1)=O)CCC.[Si:48]([O:55][CH2:56][C@@H:57]1[CH2:66][C:65]2[C:60](=[CH:61][CH:62]=[CH:63][CH:64]=2)[CH2:59][N:58]1[C:67]([C:69]1[CH:70]=[C:71]([CH:76]=[CH:77][C:78]=1[C:79]1[N:80]([CH3:95])[CH:81]=[C:82]([C:84](=[O:94])[N:85]([CH2:90][CH2:91][CH2:92][CH3:93])[CH2:86][CH2:87][CH2:88][CH3:89])[N:83]=1)[C:72]([O:74]C)=[O:73])=[O:68])([C:51]([CH3:54])([CH3:53])[CH3:52])([CH3:50])[CH3:49]. No catalyst specified. The product is [Si:48]([O:55][CH2:56][C@@H:57]1[CH2:66][C:65]2[C:60](=[CH:61][CH:62]=[CH:63][CH:64]=2)[CH2:59][N:58]1[C:67]([C:69]1[CH:70]=[C:71]([CH:76]=[CH:77][C:78]=1[C:79]1[N:80]([CH3:95])[CH:81]=[C:82]([C:84](=[O:94])[N:85]([CH2:86][CH2:87][CH2:88][CH3:89])[CH2:90][CH2:91][CH2:92][CH3:93])[N:83]=1)[C:72]([OH:74])=[O:73])=[O:68])([C:51]([CH3:53])([CH3:54])[CH3:52])([CH3:50])[CH3:49]. The yield is 0.980. (2) The reactants are [C:1]([O:5][C:6]([N:8]1[CH2:12][CH2:11][CH2:10][C:9]1([CH:16]([C:18]1[CH:23]=[C:22]([F:24])[C:21]([Cl:25])=[C:20]([Cl:26])[CH:19]=1)[OH:17])[CH2:13][CH2:14][CH3:15])=[O:7])([CH3:4])([CH3:3])[CH3:2]. The catalyst is C(Cl)Cl. The product is [C:1]([O:5][C:6]([N:8]1[CH2:12][CH2:11][CH2:10][C:9]1([C:16](=[O:17])[C:18]1[CH:23]=[C:22]([F:24])[C:21]([Cl:25])=[C:20]([Cl:26])[CH:19]=1)[CH2:13][CH2:14][CH3:15])=[O:7])([CH3:2])([CH3:3])[CH3:4]. The yield is 0.680.